Dataset: Forward reaction prediction with 1.9M reactions from USPTO patents (1976-2016). Task: Predict the product of the given reaction. (1) Given the reactants [NH2:1][C:2]([NH2:4])=[S:3].[F:5][C:6]([F:17])([F:16])[C:7](=O)[CH:8](Cl)[C:9]([O:11][CH2:12][CH3:13])=[O:10], predict the reaction product. The product is: [NH2:1][C:2]1[S:3][C:8]([C:9]([O:11][CH2:12][CH3:13])=[O:10])=[C:7]([C:6]([F:5])([F:17])[F:16])[N:4]=1. (2) Given the reactants Br[C:2]1[CH:3]=[C:4]([CH:8]2[CH2:13][CH:12]3[CH2:14][CH2:15][N:9]2[CH2:10][CH2:11]3)[CH:5]=[N:6][CH:7]=1.[OH-].[NH4+:17], predict the reaction product. The product is: [NH2:17][C:2]1[CH:3]=[C:4]([CH:8]2[CH2:13][CH:12]3[CH2:14][CH2:15][N:9]2[CH2:10][CH2:11]3)[CH:5]=[N:6][CH:7]=1. (3) Given the reactants Cl[CH2:2][CH2:3][O:4][CH2:5][N:6]1[C:10]([C:11]([O:13][CH2:14][C:15]2[CH:20]=[CH:19][CH:18]=[CH:17][CH:16]=2)=[O:12])=[CH:9][C:8]2[O:21][CH:22]=[CH:23][C:7]1=2.[O:24]=[C:25]1[C:33]2[C:28](=[CH:29][CH:30]=[CH:31][CH:32]=2)[C:27](=[O:34])[N:26]1[C@H:35]([CH:39]([CH3:41])[CH3:40])[C:36]([OH:38])=[O:37], predict the reaction product. The product is: [O:24]=[C:25]1[C:33]2[C:28](=[CH:29][CH:30]=[CH:31][CH:32]=2)[C:27](=[O:34])[N:26]1[C@H:35]([CH:39]([CH3:41])[CH3:40])[C:36]([O:38][CH2:2][CH2:3][O:4][CH2:5][N:6]1[C:10]([C:11]([O:13][CH2:14][C:15]2[CH:20]=[CH:19][CH:18]=[CH:17][CH:16]=2)=[O:12])=[CH:9][C:8]2[O:21][CH:22]=[CH:23][C:7]1=2)=[O:37]. (4) Given the reactants [NH2:1][CH2:2][CH2:3][S:4]([NH:7][C:8]1[CH:13]=[C:12]([C:14]([N:16]2[CH2:21][CH2:20][CH:19]([C:22]3[CH:27]=[CH:26][C:25]([C:28]#[N:29])=[CH:24][CH:23]=3)[CH2:18][CH2:17]2)=[O:15])[CH:11]=[CH:10][C:9]=1[CH3:30])(=[O:6])=[O:5].[C:31](Cl)(=[O:38])[C:32]1[CH:37]=[CH:36][CH:35]=[CH:34][CH:33]=1, predict the reaction product. The product is: [C:28]([C:25]1[CH:26]=[CH:27][C:22]([CH:19]2[CH2:20][CH2:21][N:16]([C:14]([C:12]3[CH:11]=[CH:10][C:9]([CH3:30])=[C:8]([NH:7][S:4]([CH2:3][CH2:2][NH:1][C:31](=[O:38])[C:32]4[CH:37]=[CH:36][CH:35]=[CH:34][CH:33]=4)(=[O:5])=[O:6])[CH:13]=3)=[O:15])[CH2:17][CH2:18]2)=[CH:23][CH:24]=1)#[N:29]. (5) Given the reactants [F:1][C:2]1[CH:7]=[CH:6][CH:5]=[CH:4][C:3]=1[CH:8]1[C:17]([C:18]2[CH:19]=[CH:20][C:21]3[O:26][CH2:25][C:24](=[O:27])[NH:23][C:22]=3[CH:28]=2)=[CH:16][C:15]2[C:10](=[CH:11][C:12](I)=[CH:13][CH:14]=2)[S:9]1.[CH2:30]([CH2:32][NH2:33])[OH:31], predict the reaction product. The product is: [F:1][C:2]1[CH:7]=[CH:6][CH:5]=[CH:4][C:3]=1[CH:8]1[C:17]([C:18]2[CH:19]=[CH:20][C:21]3[O:26][CH2:25][C:24](=[O:27])[NH:23][C:22]=3[CH:28]=2)=[CH:16][C:15]2[C:10](=[CH:11][C:12]([NH:33][CH2:32][CH2:30][OH:31])=[CH:13][CH:14]=2)[S:9]1. (6) Given the reactants C([N:8]1[CH2:13][CH2:12][O:11][CH:10]([CH2:14][N:15]2[C:23]3[C:18](=[CH:19][C:20]([O:24][CH:25]([F:27])[F:26])=[CH:21][CH:22]=3)[C:17]([C:28]3[N:29]=[C:30]4[C:36]([C:37]([NH:39][C:40]([CH3:43])([CH3:42])[CH3:41])=[O:38])=[CH:35][N:34]([CH2:44][O:45][CH2:46][CH2:47][Si:48]([CH3:51])([CH3:50])[CH3:49])[C:31]4=[N:32][CH:33]=3)=[N:16]2)[CH2:9]1)C1C=CC=CC=1.[H][H], predict the reaction product. The product is: [C:40]([NH:39][C:37]([C:36]1[C:30]2[C:31](=[N:32][CH:33]=[C:28]([C:17]3[C:18]4[C:23](=[CH:22][CH:21]=[C:20]([O:24][CH:25]([F:27])[F:26])[CH:19]=4)[N:15]([CH2:14][CH:10]4[O:11][CH2:12][CH2:13][NH:8][CH2:9]4)[N:16]=3)[N:29]=2)[N:34]([CH2:44][O:45][CH2:46][CH2:47][Si:48]([CH3:51])([CH3:50])[CH3:49])[CH:35]=1)=[O:38])([CH3:43])([CH3:42])[CH3:41].